This data is from Forward reaction prediction with 1.9M reactions from USPTO patents (1976-2016). The task is: Predict the product of the given reaction. Given the reactants [Cl:1][C:2]1[NH:7][C:6]2=[N:8][CH:9]=[CH:10][C:5]2=[C:4]([C:11]2[O:12][CH:13]=[CH:14][CH:15]=2)[N:3]=1.[H-].[Na+].[F:18][C:19]1[CH:26]=[CH:25][CH:24]=[CH:23][C:20]=1[CH2:21]Br, predict the reaction product. The product is: [Cl:1][C:2]1[N:3]=[C:4]([C:11]2[O:12][CH:13]=[CH:14][CH:15]=2)[C:5]2[CH:10]=[CH:9][N:8]([CH2:21][C:20]3[CH:23]=[CH:24][CH:25]=[CH:26][C:19]=3[F:18])[C:6]=2[N:7]=1.